This data is from Experimentally validated miRNA-target interactions with 360,000+ pairs, plus equal number of negative samples. The task is: Binary Classification. Given a miRNA mature sequence and a target amino acid sequence, predict their likelihood of interaction. (1) The miRNA is cel-miR-37-3p with sequence UCACCGGGUGAACACUUGCAGU. The protein sequence of the target gene is MAPKRKASVQTEGSKKRRQGTEEEDSFRSTAEALRAAPADNRVIRVDPSCPFSRNPGIQVHEDYDCTLNQTNIGNNNNKFYIIQLLEEGSRFFCWNRWGRVGEVGQSKMNHFTCLEDAKKDFKKKFWEKTKNKWEERDRFVAQPNKYTLIEVQGEAESQEAVVKALSPQVYSGPVRTVVKPCSLDPATQNLITNIFSKEMFKNAMTLMNLDVKKMPLGKLTKQQIARGFEALEALEEAMKNPTGDGQSLEELSSCFYTVIPHNFGRSRPPPINSPDVLQAKKDMLLVLADIELAQTLQAA.... Result: 0 (no interaction). (2) The miRNA is hsa-miR-3917 with sequence GCUCGGACUGAGCAGGUGGG. The protein sequence of the target gene is MQPWLWLVFSMKLAALWSSSALIQTPSSLLVQTNHTAKMSCEVKSISKLTSIYWLRERQDPKDKYFEFLASWSSSKGVLYGESVDKKRNIILESSDSRRPFLSIMNVKPEDSDFYFCATVGSPKMVFGTGTKLTVVDVLPTTAPTKKTTLKMKKKKQCPFPHPETQKGLTCSLTTLSLLVVCILLLLAFLGVAVYFYCVRRRARIHFMKQFHK. Result: 0 (no interaction). (3) The miRNA is mmu-miR-329-5p with sequence AGAGGUUUUCUGGGUCUCUGUU. The protein sequence of the target gene is MEDFARGAASPGPSRPGLVPVSIIGAEDEDFENELETNSEEQNSQFQSLEQVKRRPAHLMALLQHVALQFEPGPLLCCLHADMLGSLGPKEAKKAFLDFYHSFLEKTAVLRVPVPPNVAFELDRTRADLISEDVQRRFVQEVVQSQQVAVGRQLEDFRSKRLMGMTPWEQELAQLEAWVGRDRASYEARERHVAERLLMHLEEMQHTISTDEEKSAAVVNAIGLYMRHLGVRTKSGDKKSGRNFFRKKVMGNRRSDEPAKTKKGLSSILDAARWNRGEPQVPDFRHLKAEVDAEKPGATD.... Result: 0 (no interaction). (4) The protein sequence of the target gene is MLKKQSAGLVLWGAILFVAWNALLLLFFWTRPAPGRPPSVSALDGDPASLTREVIRLAQDAEVELERQRGLLQQIGDALSSQRGRVPTAAPPAQPRVPVTPAPAVIPILVIACDRSTVRRCLDKLLHYRPSAELFPIIVSQDCGHEETAQAIASYGSAVTHIRQPDLSSIAVPPDHRKFQGYYKIARHYRWALGQVFRQFRFPAAVVVEDDLEVAPDFFEYFRATYPLLKADPSLWCVSAWNDNGKEQMVDASRPELLYRTDFFPGLGWLLLAELWAELEPKWPKAFWDDWMRRPEQRQG.... Result: 0 (no interaction). The miRNA is hsa-miR-1249-3p with sequence ACGCCCUUCCCCCCCUUCUUCA. (5) The miRNA is hsa-miR-6824-5p with sequence GUAGGGGAGGUUGGGCCAGGGA. The protein sequence of the target gene is MSMPLHQISAIPSQDAISARVYRSKTKEKEREEQNEKTLGHFMSHSSNISKAGSPPSASAPAPVSSFSRTSITPSSQDICRICHCEGDDESPLITPCHCTGSLHFVHQACLQQWIKSSDTRCCELCKYEFIMETKLKPLRKWEKLQMTSSERRKIMCSVTFHVIAITCVVWSLYVLIDRTAEEIKQGQATGILEWPFWTKLVVVAIGFTGGLLFMYVQCKVYVQLWKRLKAYNRVIYVQNCPETSKKNIFEKSPLTEPNFENKHGYGICHSDTNSSCCTEPEDTGAEIIHV. Result: 0 (no interaction). (6) The miRNA is hsa-miR-4329 with sequence CCUGAGACCCUAGUUCCAC. The protein sequence of the target gene is MFSWVSKDARRKKEPELFQTVAEGLRQLYAQKLLPLEEHYRFHEFHSPALEDADFDNKPMVLLVGQYSTGKTTFIRHLIEQDFPGMRIGPEPTTDSFIAVMHGPTEGVVPGNALVVDPRRPFRKLNAFGNAFLNRFMCAQLPNPVLDSISIIDTPGILSGEKQRISRGYDFAAVLEWFAERVDRIILLFDAHKLDISDEFSEVIKALKNHEDKIRVVLNKADQIETQQLMRVYGALMWSLGKIINTPEVVRVYIGSFWSHPLLIPDNRKLFEAEEQDLFKDIQSLPRNAALRKLNDLIKR.... Result: 1 (interaction). (7) The miRNA is hsa-miR-26b-5p with sequence UUCAAGUAAUUCAGGAUAGGU. Result: 1 (interaction). The protein sequence of the target gene is MSAQAQMRAMLDQLMGTSRDGDTTRQRIKFSDDRVCKSHLLNCCPHDVLSGTRMDLGECLKVHDLALRADYEIASKEQDFFFELDAMDHLQSFIADCDRRTEVAKKRLAETQEEISAEVAAKAERVHELNEEIGKLLAKVEQLGAEGNVEESQKVMDEVEKARAKKREAEEVYRNSMPASSFQQQKLRVCEVCSAYLGLHDNDRRLADHFGGKLHLGFIEIREKLEELKRVVAEKQEKRNQERLKRREEREREEREKLRRSRSHSKNPKRSRSREHRRHRSRSMSRERKRRTRSKSREKR....